This data is from Peptide-MHC class II binding affinity with 134,281 pairs from IEDB. The task is: Regression. Given a peptide amino acid sequence and an MHC pseudo amino acid sequence, predict their binding affinity value. This is MHC class II binding data. (1) The peptide sequence is AFLLLGLAGNSSPSA. The MHC is HLA-DQA10102-DQB10602 with pseudo-sequence HLA-DQA10102-DQB10602. The binding affinity (normalized) is 0.383. (2) The peptide sequence is LKLATGMRNVPEKQT. The MHC is DRB1_1201 with pseudo-sequence DRB1_1201. The binding affinity (normalized) is 0. (3) The peptide sequence is VATLSEALRIIAGTL. The MHC is HLA-DPA10201-DPB10101 with pseudo-sequence HLA-DPA10201-DPB10101. The binding affinity (normalized) is 0.358.